This data is from Catalyst prediction with 721,799 reactions and 888 catalyst types from USPTO. The task is: Predict which catalyst facilitates the given reaction. Reactant: [CH3:1][CH2:2][O:3][C:4]([C@@H:6]1[CH2:10][C:9]([CH2:11][OH:12])=[CH:8][N:7]1[C:13]([O:15][C:16]([CH3:19])([CH3:18])[CH3:17])=[O:14])=[O:5].[CH2:20]([Zn]CC)C.ICI.[NH4+].[Cl-]. Product: [CH2:2]([O:3][C:4]([C@@H:6]1[CH2:10][C@@:9]2([CH2:11][OH:12])[C@H:8]([CH2:20]2)[N:7]1[C:13]([O:15][C:16]([CH3:18])([CH3:17])[CH3:19])=[O:14])=[O:5])[CH3:1]. The catalyst class is: 2.